This data is from Catalyst prediction with 721,799 reactions and 888 catalyst types from USPTO. The task is: Predict which catalyst facilitates the given reaction. (1) Reactant: [ClH:1].C(OC([N:9]1[C@H:13]([C:14]2[CH:19]=[CH:18][C:17]([F:20])=[CH:16][CH:15]=2)[C@H:12]([C:21]2[CH:26]=[CH:25][C:24]([F:27])=[CH:23][CH:22]=2)[N:11]=[C:10]1[NH:28][CH2:29][C:30]1[CH:35]=[CH:34][CH:33]=[CH:32][CH:31]=1)=O)(C)(C)C. Product: [ClH:1].[F:20][C:17]1[CH:16]=[CH:15][C:14]([C@H:13]2[C@@H:12]([C:21]3[CH:26]=[CH:25][C:24]([F:27])=[CH:23][CH:22]=3)[NH:11][C:10]([NH:28][CH2:29][C:30]3[CH:31]=[CH:32][CH:33]=[CH:34][CH:35]=3)=[N:9]2)=[CH:19][CH:18]=1. The catalyst class is: 25. (2) Reactant: O[N:2]=[C:3]([C:9](=[O:11])[CH3:10])[C:4]([O:6][CH2:7][CH3:8])=[O:5].[C:12](OC(=O)C)(=[O:14])[CH3:13].[H][H]. Product: [C:12]([NH:2][CH:3]([C:9](=[O:11])[CH3:10])[C:4]([O:6][CH2:7][CH3:8])=[O:5])(=[O:14])[CH3:13]. The catalyst class is: 63. (3) Reactant: [N:1]([CH2:4][C@@H:5]([C:7]1[CH:12]=[CH:11][C:10]([NH:13][S:14]([CH3:17])(=[O:16])=[O:15])=[CH:9][CH:8]=1)[OH:6])=[N+]=[N-]. Product: [NH2:1][CH2:4][C@@H:5]([C:7]1[CH:8]=[CH:9][C:10]([NH:13][S:14]([CH3:17])(=[O:16])=[O:15])=[CH:11][CH:12]=1)[OH:6]. The catalyst class is: 43. (4) Reactant: [CH3:1][C:2]1[O:6][C:5]([C:7]2[CH:12]=[CH:11][CH:10]=[CH:9][CH:8]=2)=[N:4][C:3]=1[CH2:13][CH2:14][O:15][C:16]1[CH:34]=[CH:33][C:19]([CH2:20][O:21][C:22]2[CH:27]=[CH:26][CH:25]=[CH:24][C:23]=2[CH2:28][C:29]([O:31]C)=[O:30])=[CH:18][CH:17]=1.O1CCCC1.[OH-].[Na+].Cl. Product: [CH3:1][C:2]1[O:6][C:5]([C:7]2[CH:8]=[CH:9][CH:10]=[CH:11][CH:12]=2)=[N:4][C:3]=1[CH2:13][CH2:14][O:15][C:16]1[CH:17]=[CH:18][C:19]([CH2:20][O:21][C:22]2[CH:27]=[CH:26][CH:25]=[CH:24][C:23]=2[CH2:28][C:29]([OH:31])=[O:30])=[CH:33][CH:34]=1. The catalyst class is: 72. (5) Reactant: N(C(OC(C)C)=O)=NC(OC(C)C)=O.C1(P(C2C=CC=CC=2)C2C=CC=CC=2)C=CC=CC=1.[Cl:34][C:35]1[CH:46]=[CH:45][C:44]([CH2:47][OH:48])=[CH:43][C:36]=1[NH:37][NH:38][C:39](=[O:42])[O:40][CH3:41].[CH3:49][O:50]/[N:51]=[C:52](/[C:54]1[CH:59]=[CH:58][C:57](O)=[CH:56][CH:55]=1)\[CH3:53]. Product: [Cl:34][C:35]1[CH:46]=[CH:45][C:44]([CH2:47][O:48][C:57]2[CH:58]=[CH:59][C:54](/[C:52](/[CH3:53])=[N:51]/[O:50][CH3:49])=[CH:55][CH:56]=2)=[CH:43][C:36]=1[NH:37][NH:38][C:39](=[O:42])[O:40][CH3:41]. The catalyst class is: 1. (6) Reactant: [Br:1][C:2]1[CH:3]=[C:4]([CH2:8][C:9]([OH:11])=[O:10])[CH:5]=[N:6][CH:7]=1.[CH3:12]OC(=NC(C)C)NC(C)C. Product: [Br:1][C:2]1[CH:3]=[C:4]([CH2:8][C:9]([O:11][CH3:12])=[O:10])[CH:5]=[N:6][CH:7]=1. The catalyst class is: 1. (7) Reactant: [CH:1]([C:4]1[CH:5]=[C:6]([OH:12])[CH:7]=[CH:8][C:9]=1[O:10][CH3:11])([CH3:3])[CH3:2].C([O-])([O-])=O.[K+].[K+].[Cl:19][C:20]1[CH:21]=[C:22]([CH:25]=[C:26]([Cl:29])[C:27]=1I)[CH:23]=[O:24]. Product: [CH:1]([C:4]1[CH:5]=[C:6]([CH:7]=[CH:8][C:9]=1[O:10][CH3:11])[O:12][C:27]1[C:20]([Cl:19])=[CH:21][C:22]([CH:23]=[O:24])=[CH:25][C:26]=1[Cl:29])([CH3:3])[CH3:2]. The catalyst class is: 39.